Dataset: Catalyst prediction with 721,799 reactions and 888 catalyst types from USPTO. Task: Predict which catalyst facilitates the given reaction. (1) Reactant: [Cl:1][C:2]1[CH:7]=[CH:6][C:5]([C@@H:8]2[CH2:12][NH:11][C:10](=[O:13])[CH2:9]2)=[CH:4][C:3]=1[N+:14]([O-])=O. Product: [NH2:14][C:3]1[CH:4]=[C:5]([C@@H:8]2[CH2:12][NH:11][C:10](=[O:13])[CH2:9]2)[CH:6]=[CH:7][C:2]=1[Cl:1]. The catalyst class is: 770. (2) Reactant: [Cl:1][C:2]1[S:6][C:5]([CH2:7][OH:8])=[CH:4][C:3]=1[C:9]1([C:13]2[CH:18]=[CH:17][CH:16]=[C:15]([Cl:19])[CH:14]=2)[CH2:12][CH2:11][O:10]1. Product: [Cl:1][C:2]1[S:6][C:5]([CH:7]=[O:8])=[CH:4][C:3]=1[C:9]1([C:13]2[CH:18]=[CH:17][CH:16]=[C:15]([Cl:19])[CH:14]=2)[CH2:12][CH2:11][O:10]1. The catalyst class is: 177. (3) Reactant: [N:1]1[CH:6]=[CH:5][C:4]([C:7]2[S:8][CH:9]=[C:10]([NH:12][C:13](=[O:33])[NH:14][C:15]3[N:20]=[C:19]([CH2:21][N:22]4[CH2:27][CH2:26][CH:25]([C:28]([O:30]CC)=[O:29])[CH2:24][CH2:23]4)[CH:18]=[CH:17][CH:16]=3)[N:11]=2)=[CH:3][CH:2]=1. Product: [N:1]1[CH:2]=[CH:3][C:4]([C:7]2[S:8][CH:9]=[C:10]([NH:12][C:13](=[O:33])[NH:14][C:15]3[N:20]=[C:19]([CH2:21][N:22]4[CH2:23][CH2:24][CH:25]([C:28]([OH:30])=[O:29])[CH2:26][CH2:27]4)[CH:18]=[CH:17][CH:16]=3)[N:11]=2)=[CH:5][CH:6]=1. The catalyst class is: 24.